Task: Regression. Given two drug SMILES strings and cell line genomic features, predict the synergy score measuring deviation from expected non-interaction effect.. Dataset: NCI-60 drug combinations with 297,098 pairs across 59 cell lines (1) Drug 1: CC1CCC2CC(C(=CC=CC=CC(CC(C(=O)C(C(C(=CC(C(=O)CC(OC(=O)C3CCCCN3C(=O)C(=O)C1(O2)O)C(C)CC4CCC(C(C4)OC)OCCO)C)C)O)OC)C)C)C)OC. Drug 2: B(C(CC(C)C)NC(=O)C(CC1=CC=CC=C1)NC(=O)C2=NC=CN=C2)(O)O. Cell line: ACHN. Synergy scores: CSS=53.7, Synergy_ZIP=-1.50, Synergy_Bliss=-2.30, Synergy_Loewe=-12.1, Synergy_HSA=-8.68. (2) Drug 1: CC1=C(N=C(N=C1N)C(CC(=O)N)NCC(C(=O)N)N)C(=O)NC(C(C2=CN=CN2)OC3C(C(C(C(O3)CO)O)O)OC4C(C(C(C(O4)CO)O)OC(=O)N)O)C(=O)NC(C)C(C(C)C(=O)NC(C(C)O)C(=O)NCCC5=NC(=CS5)C6=NC(=CS6)C(=O)NCCC[S+](C)C)O. Drug 2: C1CC(=O)NC(=O)C1N2C(=O)C3=CC=CC=C3C2=O. Cell line: EKVX. Synergy scores: CSS=5.78, Synergy_ZIP=-1.03, Synergy_Bliss=1.31, Synergy_Loewe=-4.87, Synergy_HSA=-0.0802. (3) Drug 1: CS(=O)(=O)CCNCC1=CC=C(O1)C2=CC3=C(C=C2)N=CN=C3NC4=CC(=C(C=C4)OCC5=CC(=CC=C5)F)Cl. Drug 2: CCN(CC)CCNC(=O)C1=C(NC(=C1C)C=C2C3=C(C=CC(=C3)F)NC2=O)C. Cell line: HS 578T. Synergy scores: CSS=7.43, Synergy_ZIP=0.878, Synergy_Bliss=5.31, Synergy_Loewe=0.387, Synergy_HSA=2.15.